This data is from Orexin1 receptor HTS with 218,158 compounds and 233 confirmed actives. The task is: Binary Classification. Given a drug SMILES string, predict its activity (active/inactive) in a high-throughput screening assay against a specified biological target. (1) The compound is Clc1ccc(Cc2oc(nn2)C(=O)NC2C(CCCC2)C)cc1. The result is 0 (inactive). (2) The drug is Clc1c([N+]([O-])=O)cc(C(=O)NC(Cc2ccccc2)c2[nH]c3c(n2)cccc3)cc1. The result is 0 (inactive). (3) The molecule is O(\N=C(/c1ccccc1)c1ccccc1)CCN1CCC=C(C1)C(O)=O. The result is 0 (inactive). (4) The molecule is s1c(c(cc1)C)/C=N\NC(=O)c1nnn(c1c1cc(OC)ccc1)c1nonc1N. The result is 0 (inactive).